Dataset: Reaction yield outcomes from USPTO patents with 853,638 reactions. Task: Predict the reaction yield, written as a fraction of the theoretical maximum amount of product (1.0 means a 100% yield; for example, 0.34 means a 34% yield). (1) The yield is 0.430. The catalyst is ClCCl. The reactants are [NH2:1][C:2]1[C:7]([CH3:8])=[CH:6][C:5]([CH3:9])=[CH:4][C:3]=1[C:10](=[O:12])[CH3:11].[Cl:13][C:14]1[C:15]([CH3:34])=[N:16][O:17][C:18]=1[N:19](COC)[S:20]([C:23]1[CH:27]=[CH:26][S:25][C:24]=1[C:28](Cl)=[O:29])(=[O:22])=[O:21]. The product is [C:10]([C:3]1[CH:4]=[C:5]([CH3:9])[CH:6]=[C:7]([CH3:8])[C:2]=1[NH:1][C:28]([C:24]1[S:25][CH:26]=[CH:27][C:23]=1[S:20]([NH:19][C:18]1[O:17][N:16]=[C:15]([CH3:34])[C:14]=1[Cl:13])(=[O:21])=[O:22])=[O:29])(=[O:12])[CH3:11]. (2) The product is [CH3:1][CH:2]([C:6]([O-:8])=[O:7])[C:3]([O-:5])=[O:4].[Ag+2:19]. The yield is 0.967. The catalyst is CO.O. The reactants are [CH3:1][CH:2]([C:6]([OH:8])=[O:7])[C:3]([OH:5])=[O:4].[OH-].[Na+].[N+]([O-])(O)=O.[N+]([O-])([O-])=O.[Ag+:19]. (3) The reactants are C([SiH](CC)CC)C.[Br:8][C:9]1[N:14]=[C:13]([C:15]([C:23]2[CH:28]=[CH:27][CH:26]=[CH:25][CH:24]=2)([C:17]2[CH:22]=[CH:21][CH:20]=[CH:19][CH:18]=2)O)[CH:12]=[CH:11][CH:10]=1.FC(F)(F)C(O)=O. The catalyst is ClCCl. The product is [CH:15]([C:13]1[CH:12]=[CH:11][CH:10]=[C:9]([Br:8])[N:14]=1)([C:23]1[CH:28]=[CH:27][CH:26]=[CH:25][CH:24]=1)[C:17]1[CH:18]=[CH:19][CH:20]=[CH:21][CH:22]=1. The yield is 1.00. (4) The reactants are [Cl:1][C:2]1[C:3]([C:11]([O:13][CH2:14][CH3:15])=[O:12])=[N:4][CH:5]=[C:6]([CH:10]=1)[C:7]([OH:9])=O.[F:16][C:17]1[CH:29]=[CH:28][C:20]([CH2:21][N:22]2[CH2:27][CH2:26][NH:25][CH2:24][CH2:23]2)=[CH:19][CH:18]=1.C(N(CC)CC)C.CN(C(ON1N=NC2C=CC=NC1=2)=[N+](C)C)C.F[P-](F)(F)(F)(F)F. The catalyst is CN(C)C=O. The product is [Cl:1][C:2]1[C:3]([C:11]([O:13][CH2:14][CH3:15])=[O:12])=[N:4][CH:5]=[C:6]([C:7]([N:25]2[CH2:24][CH2:23][N:22]([CH2:21][C:20]3[CH:28]=[CH:29][C:17]([F:16])=[CH:18][CH:19]=3)[CH2:27][CH2:26]2)=[O:9])[CH:10]=1. The yield is 0.750.